From a dataset of Reaction yield outcomes from USPTO patents with 853,638 reactions. Predict the reaction yield, written as a fraction of the theoretical maximum amount of product (1.0 means a 100% yield; for example, 0.34 means a 34% yield). (1) The reactants are [Cl:1][C:2]1[N:7]=[CH:6][C:5]([OH:8])=[C:4]([CH3:9])[CH:3]=1.FC(F)(F)S(O[CH2:16][CH:17]([F:19])[F:18])(=O)=O. No catalyst specified. The product is [Cl:1][C:2]1[CH:3]=[C:4]([CH3:9])[C:5]([O:8][CH2:16][CH:17]([F:19])[F:18])=[CH:6][N:7]=1. The yield is 0.950. (2) The reactants are [F:1][C:2]1[C:3]([C:9]#[N:10])=[N:4][CH:5]=[C:6](I)[CH:7]=1.[Cl-].[F:12][C:13]1[CH:20]=[CH:19][C:16]([CH2:17][Zn+])=[CH:15][CH:14]=1.O.C(OCC)(=O)C. The catalyst is C1COCC1.C1C=CC([P]([Pd]([P](C2C=CC=CC=2)(C2C=CC=CC=2)C2C=CC=CC=2)([P](C2C=CC=CC=2)(C2C=CC=CC=2)C2C=CC=CC=2)[P](C2C=CC=CC=2)(C2C=CC=CC=2)C2C=CC=CC=2)(C2C=CC=CC=2)C2C=CC=CC=2)=CC=1. The product is [F:1][C:2]1[C:3]([C:9]#[N:10])=[N:4][CH:5]=[C:6]([CH2:17][C:16]2[CH:19]=[CH:20][C:13]([F:12])=[CH:14][CH:15]=2)[CH:7]=1. The yield is 0.750. (3) The reactants are [CH3:1][C:2]1[C:7]([N+:8]([O-])=O)=[C:6]([CH3:11])[N:5]=[C:4]([N:12]2[CH2:17][CH2:16][O:15][CH2:14][CH2:13]2)[N:3]=1.C([O-])=O.[NH4+]. The catalyst is [Pd]. The product is [CH3:1][C:2]1[C:7]([NH2:8])=[C:6]([CH3:11])[N:5]=[C:4]([N:12]2[CH2:13][CH2:14][O:15][CH2:16][CH2:17]2)[N:3]=1. The yield is 0.840. (4) The reactants are [CH:1]([O:4][C:5]1[C:15]([O:16][CH3:17])=[CH:14][C:8]2[O:9][CH2:10][C:11](=O)[NH:12][C:7]=2[CH:6]=1)([CH3:3])[CH3:2].C[Si]([N-][Si](C)(C)C)(C)C.[Na+].P(Cl)(OCC)(OCC)=O.[N+:37]([CH2:39][C:40]([O:42][CH2:43][CH3:44])=[O:41])#[C-:38].C(O)(=O)CC(CC(O)=O)(C(O)=O)O. The catalyst is C1COCC1. The product is [CH:1]([O:4][C:5]1[C:15]([O:16][CH3:17])=[CH:14][C:8]2[O:9][CH2:10][C:11]3[N:12]([CH:38]=[N:37][C:39]=3[C:40]([O:42][CH2:43][CH3:44])=[O:41])[C:7]=2[CH:6]=1)([CH3:3])[CH3:2]. The yield is 0.640. (5) The reactants are [F:1][C:2]1[CH:3]=[C:4]([OH:11])[CH:5]=[CH:6][C:7]=1[N+:8]([O-:10])=[O:9].[H-].[Na+].O([CH2:22][C:23]([F:26])([F:25])[F:24])S(C(F)(F)F)(=O)=O.O. The catalyst is CN(C)C=O.[Cl-].[Na+].O. The product is [F:1][C:2]1[CH:3]=[C:4]([O:11][CH2:22][C:23]([F:26])([F:25])[F:24])[CH:5]=[CH:6][C:7]=1[N+:8]([O-:10])=[O:9]. The yield is 0.920. (6) The reactants are [C:1]([O:5][C:6]([N:8]1[CH2:12][CH2:11][C@H:10]([NH:13][C:14]2[CH:19]=[CH:18][C:17]([NH:20][C:21]([C:23]3[N:24]=[C:25]([C:32]4[CH:37]=[CH:36][CH:35]=[CH:34][C:33]=4[O:38][C:39]([F:42])([F:41])[F:40])[O:26][C:27]=3[C:28]([F:31])([F:30])[F:29])=[O:22])=[CH:16][N:15]=2)[CH2:9]1)=[O:7])(C)(C)[CH3:2].FC(F)(F)C(O)=O.ClC(OCC)=O.C(N(CC)CC)C. No catalyst specified. The product is [CH2:1]([O:5][C:6]([N:8]1[CH2:12][CH2:11][C@H:10]([NH:13][C:14]2[CH:19]=[CH:18][C:17]([NH:20][C:21]([C:23]3[N:24]=[C:25]([C:32]4[CH:37]=[CH:36][CH:35]=[CH:34][C:33]=4[O:38][C:39]([F:42])([F:41])[F:40])[O:26][C:27]=3[C:28]([F:29])([F:30])[F:31])=[O:22])=[CH:16][N:15]=2)[CH2:9]1)=[O:7])[CH3:2]. The yield is 0.427. (7) The reactants are [N+:1]([C:4]1[CH:12]=[C:11]2[C:7]([C:8]([CH3:15])([CH3:14])[CH2:9][C:10]2=O)=[CH:6][CH:5]=1)([O-:3])=[O:2].Cl.[NH:17]([C:19]1[CH:27]=[CH:26][CH:25]=[CH:24][C:20]=1[C:21]([OH:23])=[O:22])N. The catalyst is C(O)=O. The product is [CH3:14][C:8]1([CH3:15])[C:9]2[C:27]3[C:19](=[C:20]([C:21]([OH:23])=[O:22])[CH:24]=[CH:25][CH:26]=3)[NH:17][C:10]=2[C:11]2[C:7]1=[CH:6][CH:5]=[C:4]([N+:1]([O-:3])=[O:2])[CH:12]=2. The yield is 0.190.